This data is from Retrosynthesis with 50K atom-mapped reactions and 10 reaction types from USPTO. The task is: Predict the reactants needed to synthesize the given product. (1) Given the product CN(C)C(=O)C(=O)c1c[nH]c2ccc(NS(=O)(=O)c3ccc4ccccc4c3)cc12, predict the reactants needed to synthesize it. The reactants are: CN(C)C(=O)C(=O)c1c[nH]c2ccc(N)cc12.O=S(=O)(Cl)c1ccc2ccccc2c1. (2) Given the product CNC(=O)c1ccccc1Nc1cc(Nc2ccc(N3CCOCC3)cc2OC)ncc1Br, predict the reactants needed to synthesize it. The reactants are: CNC(=O)c1ccccc1Nc1cc(Cl)ncc1Br.COc1cc(N2CCOCC2)ccc1N.